Dataset: Full USPTO retrosynthesis dataset with 1.9M reactions from patents (1976-2016). Task: Predict the reactants needed to synthesize the given product. Given the product [F:1][C:2]1[CH:3]=[C:4]([NH:24][C:25]([NH:27][C:28](=[O:36])[CH2:29][C:30]2[CH:31]=[CH:32][CH:33]=[CH:34][CH:35]=2)=[S:26])[CH:5]=[CH:6][C:7]=1[O:8][C:9]1[C:10]2[NH:17][C:16]([C:18]3[CH:19]=[CH:20][CH:21]=[CH:22][N:48]=3)=[CH:15][C:11]=2[N:12]=[CH:13][N:14]=1, predict the reactants needed to synthesize it. The reactants are: [F:1][C:2]1[CH:3]=[C:4]([NH:24][C:25]([NH:27][C:28](=[O:36])[CH2:29][C:30]2[CH:35]=[CH:34][CH:33]=[CH:32][CH:31]=2)=[S:26])[CH:5]=[CH:6][C:7]=1[O:8][C:9]1[C:10]2[NH:17][C:16]([C:18]3C=[CH:22][CH:21]=[CH:20][CH:19]=3)=[CH:15][C:11]=2[N:12]=[CH:13][N:14]=1.C(C1C=CC=CC=1)#C.C(C1C=CC=C[N:48]=1)#C.